From a dataset of Reaction yield outcomes from USPTO patents with 853,638 reactions. Predict the reaction yield, written as a fraction of the theoretical maximum amount of product (1.0 means a 100% yield; for example, 0.34 means a 34% yield). (1) The reactants are [Cl:1][C:2]1[CH:7]=[CH:6][C:5]([O:8][CH3:9])=[C:4](I)[CH:3]=1.[Br:11][C:12]1[C:13]([NH2:19])=[N:14][CH:15]=[C:16]([CH3:18])[CH:17]=1. The catalyst is CCOCC.C1C=CC(/C=C/C(/C=C/C2C=CC=CC=2)=O)=CC=1.C1C=CC(/C=C/C(/C=C/C2C=CC=CC=2)=O)=CC=1.C1C=CC(/C=C/C(/C=C/C2C=CC=CC=2)=O)=CC=1.[Pd].[Pd].CC1(C)C2C(=C(P(C3C=CC=CC=3)C3C=CC=CC=3)C=CC=2)OC2C(P(C3C=CC=CC=3)C3C=CC=CC=3)=CC=CC1=2. The product is [Br:11][C:12]1[C:13]([NH:19][C:4]2[CH:3]=[C:2]([Cl:1])[CH:7]=[CH:6][C:5]=2[O:8][CH3:9])=[N:14][CH:15]=[C:16]([CH3:18])[CH:17]=1. The yield is 0.840. (2) The reactants are [Cl:1][C:2]1[CH:11]=[C:10]2[C:5]([C:6](=O)[NH:7][CH:8]=[N:9]2)=[CH:4][C:3]=1[N+:13]([O-:15])=[O:14].P(Cl)(Cl)([Cl:18])=O.CN(C=O)C. The catalyst is S(Cl)(Cl)=O. The product is [Cl:18][C:6]1[C:5]2[C:10](=[CH:11][C:2]([Cl:1])=[C:3]([N+:13]([O-:15])=[O:14])[CH:4]=2)[N:9]=[CH:8][N:7]=1. The yield is 0.810. (3) The catalyst is CN(C=O)C.CCOC(C)=O. The product is [CH3:5][O:6][C:7]1[CH:12]=[CH:11][C:10]([NH:13][C:14]([NH:1][C:2]2[S:3][CH:18]=[C:19]([C:20]([F:26])([F:25])[C:21]([F:24])([F:23])[F:22])[N:4]=2)=[O:15])=[C:9]([CH3:16])[CH:8]=1. The reactants are [NH2:1][C:2]([NH2:4])=[S:3].[CH3:5][O:6][C:7]1[CH:12]=[CH:11][C:10]([N:13]=[C:14]=[O:15])=[C:9]([CH3:16])[CH:8]=1.Br[CH2:18][C:19](=O)[C:20]([F:26])([F:25])[C:21]([F:24])([F:23])[F:22]. The yield is 0.180. (4) The reactants are [NH2:1][CH2:2][C:3]1[N:4]=[C:5]([NH:8][C:9]([NH:11][C:12]2[CH:17]=[CH:16][C:15]([CH3:18])=[CH:14][C:13]=2[C:19]([CH:21]2[CH2:25][CH2:24][CH2:23][CH2:22]2)=[O:20])=[O:10])[S:6][CH:7]=1.[C:26](Cl)(=[O:28])[CH3:27]. No catalyst specified. The product is [CH:21]1([C:19]([C:13]2[CH:14]=[C:15]([CH3:18])[CH:16]=[CH:17][C:12]=2[NH:11][C:9](=[O:10])[NH:8][C:5]2[S:6][CH:7]=[C:3]([CH2:2][NH:1][C:26](=[O:28])[CH3:27])[N:4]=2)=[O:20])[CH2:25][CH2:24][CH2:23][CH2:22]1. The yield is 0.880. (5) The reactants are [Cl:1][C:2]1[N:7]=[C:6]([S:8][CH2:9][CH2:10][CH3:11])[N:5]=[C:4]([NH:12][C@@H:13]2[CH2:17][C@H:16]([O:18][CH2:19][CH2:20][OH:21])[C@@H:15]([OH:22])[C@H:14]2[OH:23])[C:3]=1[N+:24]([O-])=O.[H][H].[N:29]([O-])=O.[Na+]. The catalyst is C(O)(=O)C.[Pt].C(OCC)(=O)C. The product is [Cl:1][C:2]1[C:3]2[N:24]=[N:29][N:12]([C@@H:13]3[CH2:17][C@H:16]([O:18][CH2:19][CH2:20][OH:21])[C@@H:15]([OH:22])[C@H:14]3[OH:23])[C:4]=2[N:5]=[C:6]([S:8][CH2:9][CH2:10][CH3:11])[N:7]=1. The yield is 0.710. (6) The yield is 0.915. The catalyst is Cl.C(O)CCCC. The product is [CH3:30][O:29][CH2:28][CH2:27][O:26][C:23]1[CH:24]=[C:25]2[C:16]([NH:15][C:11]3[CH:12]=[CH:13][CH:14]=[C:9]([C:7]#[CH:8])[CH:10]=3)=[N:17][CH:18]=[N:19][C:20]2=[CH:21][C:22]=1[O:31][CH2:32][CH2:33][O:34][CH3:35].[ClH:36]. The reactants are C(O)CCCC.[C:7]([C:9]1[CH:10]=[C:11]([NH:15][C:16]2[C:25]3[C:20](=[CH:21][C:22]([O:31][CH2:32][CH2:33][O:34][CH3:35])=[C:23]([O:26][CH2:27][CH2:28][O:29][CH3:30])[CH:24]=3)[N:19]=[CH:18][N:17]=2)[CH:12]=[CH:13][CH:14]=1)#[CH:8].[ClH:36].